From a dataset of Full USPTO retrosynthesis dataset with 1.9M reactions from patents (1976-2016). Predict the reactants needed to synthesize the given product. (1) Given the product [CH:7]([C:10]1[CH:15]=[CH:14][CH:13]=[C:12]([CH:16]([CH3:18])[CH3:17])[C:11]=1[NH:19][CH:20]([C:22]1[CH:27]=[CH:26][CH:25]=[C:24]([C:28]2[CH:33]=[CH:32][CH:31]=[CH:30][N:29]=2)[CH:23]=1)[CH3:21])([CH3:8])[CH3:9], predict the reactants needed to synthesize it. The reactants are: [H-].[H-].[H-].[H-].[Li+].[Al+3].[CH:7]([C:10]1[CH:15]=[CH:14][CH:13]=[C:12]([CH:16]([CH3:18])[CH3:17])[C:11]=1/[N:19]=[C:20](\[C:22]1[CH:27]=[CH:26][CH:25]=[C:24]([C:28]2[CH:33]=[CH:32][CH:31]=[CH:30][N:29]=2)[CH:23]=1)/[CH3:21])([CH3:9])[CH3:8].[O-]S([O-])(=O)=O.[Na+].[Na+]. (2) Given the product [C:1]([O:9][CH2:10][CH:14]1[CH2:15][CH2:16][NH:11][CH2:12][CH2:13]1)(=[O:8])[C:2]1[CH:7]=[CH:6][CH:5]=[CH:4][CH:3]=1, predict the reactants needed to synthesize it. The reactants are: [C:1]([O:9][CH3:10])(=[O:8])[C:2]1[CH:7]=[CH:6][CH:5]=[CH:4][CH:3]=1.[NH:11]1[CH2:16][CH2:15][CH:14](CO)[CH2:13][CH2:12]1. (3) Given the product [CH3:18][CH:14]1[C:15]2[C:10](=[CH:9][C:8]([NH2:3])=[CH:17][CH:16]=2)[CH2:11][CH2:12][NH:13]1, predict the reactants needed to synthesize it. The reactants are: CC1[N:3]([C:8]2[CH:9]=[C:10]3[C:15](=[CH:16][CH:17]=2)[CH:14]([CH3:18])[NH:13][CH2:12][CH2:11]3)C(C)=CC=1.O.Cl.NO.[OH-].[K+]. (4) Given the product [Cl:30][C:25]1[CH:26]=[CH:27][CH:28]=[CH:29][C:24]=1[CH2:23][N:16]1[C:17]2[C:22](=[CH:21][CH:20]=[CH:19][CH:18]=2)[C:14]([C:10]2[CH:9]=[C:8]([CH3:32])[C:7]([OH:6])=[C:12]([CH3:13])[CH:11]=2)([CH2:51][C:50]2[CH:53]=[CH:54][C:47]([O:46][CH3:45])=[CH:48][CH:49]=2)[C:15]1=[O:31], predict the reactants needed to synthesize it. The reactants are: C([Si](C)(C)[O:6][C:7]1[C:12]([CH3:13])=[CH:11][C:10]([CH:14]2[C:22]3[C:17](=[CH:18][CH:19]=[CH:20][CH:21]=3)[N:16]([CH2:23][C:24]3[CH:29]=[CH:28][CH:27]=[CH:26][C:25]=3[Cl:30])[C:15]2=[O:31])=[CH:9][C:8]=1[CH3:32])(C)(C)C.C[Si]([N-][Si](C)(C)C)(C)C.[K+].[CH3:45][O:46][C:47]1[CH:54]=[CH:53][C:50]([CH2:51]Br)=[CH:49][CH:48]=1.CCCC[N+](CCCC)(CCCC)CCCC.[F-].